From a dataset of NCI-60 drug combinations with 297,098 pairs across 59 cell lines. Regression. Given two drug SMILES strings and cell line genomic features, predict the synergy score measuring deviation from expected non-interaction effect. (1) Drug 1: C1=C(C(=O)NC(=O)N1)N(CCCl)CCCl. Drug 2: CC12CCC3C(C1CCC2OP(=O)(O)O)CCC4=C3C=CC(=C4)OC(=O)N(CCCl)CCCl.[Na+]. Cell line: TK-10. Synergy scores: CSS=0.796, Synergy_ZIP=-5.03, Synergy_Bliss=-6.37, Synergy_Loewe=-13.5, Synergy_HSA=-6.33. (2) Drug 1: CC12CCC3C(C1CCC2=O)CC(=C)C4=CC(=O)C=CC34C. Drug 2: C1CNP(=O)(OC1)N(CCCl)CCCl. Cell line: HCT116. Synergy scores: CSS=29.4, Synergy_ZIP=0.0979, Synergy_Bliss=0.445, Synergy_Loewe=-15.6, Synergy_HSA=1.05. (3) Drug 1: C(=O)(N)NO. Drug 2: N.N.Cl[Pt+2]Cl. Cell line: LOX IMVI. Synergy scores: CSS=43.3, Synergy_ZIP=3.95, Synergy_Bliss=3.83, Synergy_Loewe=0.329, Synergy_HSA=6.32. (4) Drug 1: CN(CC1=CN=C2C(=N1)C(=NC(=N2)N)N)C3=CC=C(C=C3)C(=O)NC(CCC(=O)O)C(=O)O. Drug 2: CC1=C(C(CCC1)(C)C)C=CC(=CC=CC(=CC(=O)O)C)C. Cell line: HCT116. Synergy scores: CSS=37.1, Synergy_ZIP=2.87, Synergy_Bliss=-3.00, Synergy_Loewe=-29.2, Synergy_HSA=-2.83. (5) Drug 1: C1CN1P(=S)(N2CC2)N3CC3. Drug 2: C1C(C(OC1N2C=NC3=C(N=C(N=C32)Cl)N)CO)O. Cell line: SR. Synergy scores: CSS=81.9, Synergy_ZIP=1.15, Synergy_Bliss=1.49, Synergy_Loewe=0.867, Synergy_HSA=3.33.